Dataset: Full USPTO retrosynthesis dataset with 1.9M reactions from patents (1976-2016). Task: Predict the reactants needed to synthesize the given product. (1) Given the product [N+:15]([C:5]1[CH:4]=[CH:3][C:2]([N:24]2[CH2:25][CH2:26][N:21]([C:18](=[O:20])[CH3:19])[CH2:22][CH2:23]2)=[CH:14][C:6]=1[NH:7][C:8]1[CH:13]=[CH:12][CH:11]=[CH:10][CH:9]=1)([O-:17])=[O:16], predict the reactants needed to synthesize it. The reactants are: Cl[C:2]1[CH:3]=[CH:4][C:5]([N+:15]([O-:17])=[O:16])=[C:6]([CH:14]=1)[NH:7][C:8]1[CH:13]=[CH:12][CH:11]=[CH:10][CH:9]=1.[C:18]([N:21]1[CH2:26][CH2:25][NH:24][CH2:23][CH2:22]1)(=[O:20])[CH3:19].O. (2) Given the product [NH2:1][C:2]1[CH:10]=[CH:9][CH:8]=[CH:7][C:3]=1[C:4]([O:6][CH3:15])=[O:5], predict the reactants needed to synthesize it. The reactants are: [NH2:1][C:2]1[CH:10]=[CH:9][CH:8]=[CH:7][C:3]=1[C:4]([OH:6])=[O:5].O=S(Cl)Cl.[CH3:15]O. (3) Given the product [NH:14]1[CH2:15][CH2:16][CH2:17][C@@H:12]([N:3]2[C:2](=[O:1])[C:11]3[C:6](=[CH:7][CH:8]=[CH:9][CH:10]=3)[N:5]=[CH:4]2)[CH2:13]1, predict the reactants needed to synthesize it. The reactants are: [O:1]=[C:2]1[C:11]2[C:6](=[CH:7][CH:8]=[CH:9][CH:10]=2)[N:5]=[CH:4][N:3]1[C@@H:12]1[CH2:17][CH2:16][CH2:15][N:14](C(OC(C)(C)C)=O)[CH2:13]1. (4) Given the product [N:1]1[O:2][N:3]=[C:4]2[CH:9]=[C:8]([CH2:10][CH2:11][N:12]3[CH2:17][CH2:16][N:15]([CH2:31][CH2:30][C:22]4[CH:23]=[CH:24][C:25]([N+:27]([O-:29])=[O:28])=[CH:26][C:21]=4[O:20][CH3:19])[CH2:14][C:13]3=[O:18])[CH:7]=[CH:6][C:5]=12, predict the reactants needed to synthesize it. The reactants are: [N:1]1[O:2][N:3]=[C:4]2[CH:9]=[C:8]([CH2:10][CH2:11][N:12]3[CH2:17][CH2:16][NH:15][CH2:14][C:13]3=[O:18])[CH:7]=[CH:6][C:5]=12.[CH3:19][O:20][C:21]1[CH:26]=[C:25]([N+:27]([O-:29])=[O:28])[CH:24]=[CH:23][C:22]=1[CH2:30][CH:31]=O. (5) Given the product [Br:1][C:2]1[CH:3]=[CH:4][C:5]2[C:6]3[N:14]([NH:15][CH:16]([CH3:17])[CH3:18])[C:13]([CH2:19][CH2:20][CH3:21])=[N:12][C:7]=3[CH:8]=[N:9][C:10]=2[CH:11]=1, predict the reactants needed to synthesize it. The reactants are: [Br:1][C:2]1[CH:3]=[CH:4][C:5]2[C:6]3[N:14]([N:15]=[C:16]([CH3:18])[CH3:17])[C:13]([CH2:19][CH2:20][CH3:21])=[N:12][C:7]=3[CH:8]=[N:9][C:10]=2[CH:11]=1.[BH4-].[Na+].